From a dataset of Peptide-MHC class II binding affinity with 134,281 pairs from IEDB. Regression. Given a peptide amino acid sequence and an MHC pseudo amino acid sequence, predict their binding affinity value. This is MHC class II binding data. (1) The peptide sequence is VNSPRPAPGAAGPPQ. The MHC is H-2-IAb with pseudo-sequence H-2-IAb. The binding affinity (normalized) is 0.419. (2) The peptide sequence is MFSTSAYLISIFLHL. The MHC is DRB1_0101 with pseudo-sequence DRB1_0101. The binding affinity (normalized) is 0.801.